This data is from Forward reaction prediction with 1.9M reactions from USPTO patents (1976-2016). The task is: Predict the product of the given reaction. (1) Given the reactants Br[C:2]1[CH:23]=[C:22]([CH3:24])[C:5]([O:6][C:7]2[C:12]([CH2:13]O)=[C:11]([NH:15][CH:16]([CH2:19][CH3:20])[CH2:17][CH3:18])[CH:10]=[C:9]([CH3:21])[N:8]=2)=[C:4]([CH3:25])[CH:3]=1.[H-].[Al+3].[Li+].[H-].[H-].[H-], predict the reaction product. The product is: [CH3:24][C:22]1[CH:23]=[CH:2][CH:3]=[C:4]([CH3:25])[C:5]=1[O:6][C:7]1[C:12]([CH3:13])=[C:11]([NH:15][CH:16]([CH2:19][CH3:20])[CH2:17][CH3:18])[CH:10]=[C:9]([CH3:21])[N:8]=1. (2) Given the reactants ON1C2N=CC=C[C:5]=2N=N1.[CH3:11][C:12]1[N:17]=[CH:16][C:15]([NH2:18])=[CH:14][C:13]=1[C:19]1[CH:20]=[C:21]([N:28]2[CH2:33][CH2:32][O:31][CH2:30][CH2:29]2)[C:22]2[N:23]([CH:25]=[CH:26][N:27]=2)N=1.[Br:34][CH2:35][C:36]1[CH:44]=[CH:43][C:39]([C:40](O)=[O:41])=[CH:38][C:37]=1[C:45]([F:48])([F:47])[F:46].CCN=C=NCCCN(C)C.Cl, predict the reaction product. The product is: [Br:34][CH2:35][C:36]1[CH:44]=[CH:43][C:39]([C:40]([NH:18][C:15]2[CH:16]=[N:17][C:12]([CH3:11])=[C:13]([C:19]3[CH:20]=[C:21]([N:28]4[CH2:33][CH2:32][O:31][CH2:30][CH2:29]4)[C:22]4[N:23]([CH:25]=[CH:26][N:27]=4)[CH:5]=3)[CH:14]=2)=[O:41])=[CH:38][C:37]=1[C:45]([F:48])([F:47])[F:46]. (3) Given the reactants [CH3:1][C:2]1[C:7]([C:8]2[C:16]3[O:15][CH2:14][C@@H:13]([N:17](C(=O)C(F)(F)F)[C:18]4[CH:31]=[CH:30][C:21]5[C@H:22]([CH2:25][C:26]([O:28]C)=[O:27])[CH2:23][O:24][C:20]=5[CH:19]=4)[C:12]=3[CH:11]=[CH:10][CH:9]=2)=[C:6]([CH3:38])[N:5]=[C:4]([N:39]2[CH2:43][CH2:42][CH2:41][CH2:40]2)[N:3]=1.[OH-].[Na+].Cl, predict the reaction product. The product is: [CH3:38][C:6]1[C:7]([C:8]2[C:16]3[O:15][CH2:14][C@@H:13]([NH:17][C:18]4[CH:31]=[CH:30][C:21]5[C@H:22]([CH2:25][C:26]([OH:28])=[O:27])[CH2:23][O:24][C:20]=5[CH:19]=4)[C:12]=3[CH:11]=[CH:10][CH:9]=2)=[C:2]([CH3:1])[N:3]=[C:4]([N:39]2[CH2:43][CH2:42][CH2:41][CH2:40]2)[N:5]=1. (4) Given the reactants [Cl:1][C:2]1[C:3]([NH:12][S:13]([C:16]2[CH:25]=[CH:24][C:19]([C:20]([O:22][CH3:23])=[O:21])=[CH:18][CH:17]=2)(=[O:15])=[O:14])=[N:4][CH:5]=[C:6]([C:8]([F:11])([F:10])[F:9])[CH:7]=1.Br[CH2:27][C:28]1[C:33]([F:34])=[CH:32][CH:31]=[CH:30][C:29]=1[F:35], predict the reaction product. The product is: [Cl:1][C:2]1[C:3]([N:12]([CH2:27][C:28]2[C:33]([F:34])=[CH:32][CH:31]=[CH:30][C:29]=2[F:35])[S:13]([C:16]2[CH:25]=[CH:24][C:19]([C:20]([O:22][CH3:23])=[O:21])=[CH:18][CH:17]=2)(=[O:15])=[O:14])=[N:4][CH:5]=[C:6]([C:8]([F:11])([F:9])[F:10])[CH:7]=1. (5) Given the reactants [N:1]1(C(=N)N)[CH:5]=[N:4]C=N1.[NH2:9][C:10]1[C:18]([Br:19])=[CH:17][C:16]([O:20][C:21]([F:24])([F:23])[F:22])=[CH:15][C:11]=1[C:12](O)=[O:13].CCN(C(C)C)C(C)C.O, predict the reaction product. The product is: [NH2:1][C:5]1[NH:4][C:12](=[O:13])[C:11]2[C:10](=[C:18]([Br:19])[CH:17]=[C:16]([O:20][C:21]([F:24])([F:23])[F:22])[CH:15]=2)[N:9]=1. (6) The product is: [CH3:15][O:16][C:17](=[O:41])[C@@H:18]([NH:22][C:23](=[O:40])[C:24]1[CH:29]=[CH:28][C:27]([C:30]#[C:31][C:32]2[CH:37]=[CH:36][C:35]([CH2:38][N:42]3[CH2:47][CH2:46][O:45][CH2:44][CH2:43]3)=[CH:34][CH:33]=2)=[CH:26][CH:25]=1)[C@H:19]([OH:21])[CH3:20]. Given the reactants C(O[BH-](OC(=O)C)OC(=O)C)(=O)C.[Na+].[CH3:15][O:16][C:17](=[O:41])[C@@H:18]([NH:22][C:23](=[O:40])[C:24]1[CH:29]=[CH:28][C:27]([C:30]#[C:31][C:32]2[CH:37]=[CH:36][C:35]([CH:38]=O)=[CH:34][CH:33]=2)=[CH:26][CH:25]=1)[C@H:19]([OH:21])[CH3:20].[NH:42]1[CH2:47][CH2:46][O:45][CH2:44][CH2:43]1.C(Cl)Cl.CO, predict the reaction product.